This data is from Full USPTO retrosynthesis dataset with 1.9M reactions from patents (1976-2016). The task is: Predict the reactants needed to synthesize the given product. (1) Given the product [F:18][C:19]1[CH:24]=[CH:23][C:22]([C:2]2[S:6][C:5]([N:7]3[CH2:15][CH:14]4[CH2:16][N:10]5[CH2:11][CH:12]([CH2:17][CH:8]3[CH2:9]5)[CH2:13]4)=[N:4][CH:3]=2)=[CH:21][CH:20]=1, predict the reactants needed to synthesize it. The reactants are: Br[C:2]1[S:6][C:5]([N:7]2[CH2:15][CH:14]3[CH2:16][N:10]4[CH2:11][CH:12]([CH2:17][CH:8]2[CH2:9]4)[CH2:13]3)=[N:4][CH:3]=1.[F:18][C:19]1[CH:24]=[CH:23][C:22](B(O)O)=[CH:21][CH:20]=1. (2) Given the product [CH3:22][C:18]1([CH3:23])[CH2:17][CH2:16][N:15]([C:12]2[CH:13]=[N:14][C:9]([OH:8])=[CH:10][CH:11]=2)[CH2:20][CH2:19]1, predict the reactants needed to synthesize it. The reactants are: [H-].[Al+3].[Li+].[H-].[H-].[H-].C[O:8][C:9]1[N:14]=[CH:13][C:12]([N:15]2[C:20](=O)[CH2:19][C:18]([CH3:23])([CH3:22])[CH2:17][C:16]2=O)=[CH:11][CH:10]=1.O.[OH-].[Na+]. (3) Given the product [CH2:1]([NH:5][C:6](=[O:43])[C@H:7]([CH3:42])[CH2:8][C@H:9]([OH:41])[C@@H:10]([NH:33][C:34]([O:36][C:37]([CH3:38])([CH3:40])[CH3:39])=[O:35])[CH2:11][C@@H:12]([CH:30]([CH3:31])[CH3:32])[CH2:13][C:14]1[CH:19]=[CH:18][C:17]([O:20][CH3:21])=[C:16]([OH:22])[CH:15]=1)[CH2:2][CH2:3][CH3:4], predict the reactants needed to synthesize it. The reactants are: [CH2:1]([NH:5][C:6](=[O:43])[C@H:7]([CH3:42])[CH2:8][C@H:9]([OH:41])[C@@H:10]([NH:33][C:34]([O:36][C:37]([CH3:40])([CH3:39])[CH3:38])=[O:35])[CH2:11][C@@H:12]([CH:30]([CH3:32])[CH3:31])[CH2:13][C:14]1[CH:19]=[CH:18][C:17]([O:20][CH3:21])=[C:16]([O:22]CC2C=CC=CC=2)[CH:15]=1)[CH2:2][CH2:3][CH3:4]. (4) Given the product [NH2:9][C:3]1[N:4]=[CH:5][N:6]=[C:7]([O:10][CH2:11][CH:12]2[CH2:17][CH2:16][CH2:15][N:14]([C:18](=[O:20])[CH:41]=[CH2:42])[CH2:13]2)[C:2]=1[C:29]1[CH:30]=[CH:31][C:26]([O:25][C:32]2[CH:37]=[CH:36][CH:35]=[CH:34][CH:33]=2)=[CH:27][CH:28]=1, predict the reactants needed to synthesize it. The reactants are: Cl[C:2]1[C:3]([NH2:9])=[N:4][CH:5]=[N:6][C:7]=1Cl.[OH:10][CH2:11][CH:12]1[CH2:17][CH2:16][CH2:15][N:14]([C:18]([O:20]C(C)(C)C)=O)[CH2:13]1.[O:25]([C:32]1[CH:37]=[CH:36][C:35](B(O)O)=[CH:34][CH:33]=1)[C:26]1[CH:31]=[CH:30][CH:29]=[CH:28][CH:27]=1.[C:41](Cl)(=O)[CH:42]=C.